This data is from Full USPTO retrosynthesis dataset with 1.9M reactions from patents (1976-2016). The task is: Predict the reactants needed to synthesize the given product. (1) Given the product [OH:2][C:3]1[C:8]2[NH:9][C:10]([C:12]3[S:13][CH:14]=[CH:15][CH:16]=3)=[N:11][C:7]=2[C:6]([C:17]([NH:20][CH:21]([CH2:26][C:27]2[CH:28]=[CH:29][C:30]([OH:33])=[CH:31][CH:32]=2)[C:22]([O:24][CH3:25])=[O:23])=[O:19])=[CH:5][CH:4]=1, predict the reactants needed to synthesize it. The reactants are: C[O:2][C:3]1[C:8]2[NH:9][C:10]([C:12]3[S:13][CH:14]=[CH:15][CH:16]=3)=[N:11][C:7]=2[C:6]([C:17]([OH:19])=O)=[CH:5][CH:4]=1.[NH2:20][CH:21]([CH2:26][C:27]1[CH:32]=[CH:31][C:30]([OH:33])=[CH:29][CH:28]=1)[C:22]([O:24][CH3:25])=[O:23]. (2) Given the product [NH2:28][CH2:27][C:26]([N:23]1[CH2:24][CH2:25][C:20]2=[N:19][N:18]([C:16]3[S:17][C:13]([C:5]4[CH:6]=[CH:7][C:8]([O:9][CH:10]([CH3:12])[CH3:11])=[C:3]([CH:4]=4)[C:1]#[N:2])=[N:14][N:15]=3)[C:37]([CH3:38])=[C:21]2[CH2:22]1)=[O:36], predict the reactants needed to synthesize it. The reactants are: [C:1]([C:3]1[CH:4]=[C:5]([C:13]2[S:17][C:16]([N:18]3[C:37]([CH3:38])=[C:21]4[CH2:22][N:23]([C:26](=[O:36])[CH2:27][NH:28]C(=O)OC(C)(C)C)[CH2:24][CH2:25][C:20]4=[N:19]3)=[N:15][N:14]=2)[CH:6]=[CH:7][C:8]=1[O:9][CH:10]([CH3:12])[CH3:11])#[N:2].FC(F)(F)C(O)=O. (3) The reactants are: [Br:1][C:2]1[CH:10]=[C:9]2[C:5]([CH2:6][C:7]3([CH2:16][CH2:15][C:14](=[O:17])[CH2:13][CH2:12]3)[C:8]2=[O:11])=[CH:4][CH:3]=1.[BH4-].[Na+]. Given the product [Br:1][C:2]1[CH:10]=[C:9]2[C:5]([CH2:6][C:7]3([CH2:16][CH2:15][CH:14]([OH:17])[CH2:13][CH2:12]3)[C:8]2=[O:11])=[CH:4][CH:3]=1, predict the reactants needed to synthesize it. (4) Given the product [C:3]1([C:15]2[CH:16]=[CH:17][CH:18]=[CH:19][CH:20]=2)[CH:8]=[CH:7][CH:6]=[CH:5][C:4]=1[N:9]1[CH2:10][CH2:11][N:12]([C:22]2[N:23]([CH3:35])[C:24](=[O:34])[CH:25]=[C:26]([C:28]3[CH:33]=[CH:32][N:31]=[CH:30][N:29]=3)[N:27]=2)[CH2:13][CH2:14]1, predict the reactants needed to synthesize it. The reactants are: Cl.Cl.[C:3]1([C:15]2[CH:20]=[CH:19][CH:18]=[CH:17][CH:16]=2)[CH:8]=[CH:7][CH:6]=[CH:5][C:4]=1[N:9]1[CH2:14][CH2:13][NH:12][CH2:11][CH2:10]1.Cl[C:22]1[N:23]([CH3:35])[C:24](=[O:34])[CH:25]=[C:26]([C:28]2[CH:33]=[CH:32][N:31]=[CH:30][N:29]=2)[N:27]=1.C(N(CC)CC)C. (5) Given the product [CH2:1]([C:8]1[C:13]([C:14]([O:16][CH2:17][CH3:18])=[O:15])=[C:12]([NH:29][O:28][CH2:21][C:22]2[CH:27]=[CH:26][CH:25]=[CH:24][CH:23]=2)[N:11]=[CH:10][N:9]=1)[C:2]1[CH:7]=[CH:6][CH:5]=[CH:4][CH:3]=1, predict the reactants needed to synthesize it. The reactants are: [CH2:1]([C:8]1[C:13]([C:14]([O:16][CH2:17][CH3:18])=[O:15])=[C:12](Cl)[N:11]=[CH:10][N:9]=1)[C:2]1[CH:7]=[CH:6][CH:5]=[CH:4][CH:3]=1.Cl.[CH2:21]([O:28][NH2:29])[C:22]1[CH:27]=[CH:26][CH:25]=[CH:24][CH:23]=1.C(Cl)(Cl)Cl.O. (6) Given the product [CH2:18]([O:22][C:23]1[CH:31]=[CH:30][C:29]([S:32]([CH3:35])(=[O:34])=[O:33])=[CH:28][C:24]=1[C:25]([N:15]1[CH2:14][CH2:13][N:12]([C:9]2[CH:10]=[CH:11][C:5]3[S:4][C:3]([CH3:2])=[N:7][C:6]=3[CH:8]=2)[CH2:17][CH2:16]1)=[O:26])[CH:19]([CH3:21])[CH3:20], predict the reactants needed to synthesize it. The reactants are: Cl.[CH3:2][C:3]1[S:4][C:5]2[CH:11]=[CH:10][C:9]([N:12]3[CH2:17][CH2:16][NH:15][CH2:14][CH2:13]3)=[CH:8][C:6]=2[N:7]=1.[CH2:18]([O:22][C:23]1[CH:31]=[CH:30][C:29]([S:32]([CH3:35])(=[O:34])=[O:33])=[CH:28][C:24]=1[C:25](O)=[O:26])[CH:19]([CH3:21])[CH3:20].C(OCC)(=O)C.